From a dataset of Forward reaction prediction with 1.9M reactions from USPTO patents (1976-2016). Predict the product of the given reaction. The product is: [CH2:22]([N:12]1[C:11]([N:8]2[CH:9]=[CH:10][CH:2]=[N:26]2)=[C:16]([CH:17]([CH3:19])[CH3:18])[C:15](=[O:20])[NH:14][C:13]1=[O:21])[CH3:23]. Given the reactants Cl[C:2]1C=C(C#N)C2C=C[N:8]([C:11]3[N:12]([CH2:22][CH3:23])[C:13](=[O:21])[NH:14][C:15](=[O:20])[C:16]=3[CH:17]([CH3:19])[CH3:18])[C:9]=2[CH:10]=1.[NH:26]1C=CC=N1, predict the reaction product.